This data is from Retrosynthesis with 50K atom-mapped reactions and 10 reaction types from USPTO. The task is: Predict the reactants needed to synthesize the given product. (1) Given the product CNc1ccc(N)cn1, predict the reactants needed to synthesize it. The reactants are: CNc1ccc([N+](=O)[O-])cn1. (2) Given the product CCC(Oc1ccc(-c2ccc(C(F)(F)F)cc2)cc1)c1ccc(C(=O)NCCC(=O)O)cc1, predict the reactants needed to synthesize it. The reactants are: CCC(Oc1ccc(-c2ccc(C(F)(F)F)cc2)cc1)c1ccc(C(=O)NCCC(=O)OC)cc1. (3) Given the product CC1(C)OB(c2ccc(CC(N)=O)nc2)OC1(C)C, predict the reactants needed to synthesize it. The reactants are: CC1(C)OB(B2OC(C)(C)C(C)(C)O2)OC1(C)C.NC(=O)Cc1ccc(Br)cn1. (4) Given the product CCOC(=O)C1=C[C@@H](OC(CC)CC)[C@@H](NC(C)=O)[C@H](N=[N+]=[N-])[C@@H]1OS(C)(=O)=O, predict the reactants needed to synthesize it. The reactants are: CCOC(=O)C1=C[C@@H](OC(CC)CC)[C@@H](NC(C)=O)[C@H](N=[N+]=[N-])[C@@H]1O.CS(=O)(=O)Cl. (5) Given the product Cc1nc(CN2C(=O)S/C(=C\c3ccc4c(c3)nnn4Cc3ccc(Cl)cc3C(F)(F)F)C2=O)n[nH]1, predict the reactants needed to synthesize it. The reactants are: Cc1nc(CN2C(=O)CSC2=O)n[nH]1.O=Cc1ccc2c(c1)nnn2Cc1ccc(Cl)cc1C(F)(F)F. (6) Given the product COc1nc(-c2cccnc2)cc2c1Oc1ccc(-c3cccnc3)cc1[C@@]21COC(N)=N1, predict the reactants needed to synthesize it. The reactants are: C[O-].NC1=N[C@@]2(CO1)c1cc(-c3cccnc3)ccc1Oc1c2cc(-c2cccnc2)nc1F. (7) Given the product N#CC=Cc1c(C2CC2)nc2ccccc2c1-c1ccc(F)cc1, predict the reactants needed to synthesize it. The reactants are: CCC(C#N)(CC)O[PH](=O)[O-].O=Cc1c(C2CC2)nc2ccccc2c1-c1ccc(F)cc1.